Dataset: Forward reaction prediction with 1.9M reactions from USPTO patents (1976-2016). Task: Predict the product of the given reaction. (1) Given the reactants [OH-].[Na+].[Br:3][C:4]1[C:24]([O:25][CH:26]([CH3:28])[CH3:27])=[CH:23][C:7]2[C:8]([C:18]([O:20]CC)=[O:19])=[C:9]([C:11]3[CH:16]=[CH:15][C:14]([F:17])=[CH:13][CH:12]=3)[O:10][C:6]=2[CH:5]=1.CO, predict the reaction product. The product is: [Br:3][C:4]1[C:24]([O:25][CH:26]([CH3:28])[CH3:27])=[CH:23][C:7]2[C:8]([C:18]([OH:20])=[O:19])=[C:9]([C:11]3[CH:16]=[CH:15][C:14]([F:17])=[CH:13][CH:12]=3)[O:10][C:6]=2[CH:5]=1. (2) Given the reactants C(=O)([O-])[O-].[Cs+].[Cs+].[OH:7][C:8]1[CH:9]=[C:10]([CH:20]=[C:21]([O:23][CH:24]([CH3:26])[CH3:25])[CH:22]=1)[C:11]([NH:13][C:14]1[CH:18]=[CH:17][N:16]([CH3:19])[N:15]=1)=[O:12].[N:27]1([C:31]([C:33]2[S:37][C:36](Cl)=[N:35][CH:34]=2)=[O:32])[CH2:30][CH2:29][CH2:28]1, predict the reaction product. The product is: [N:27]1([C:31]([C:33]2[S:37][C:36]([O:7][C:8]3[CH:9]=[C:10]([CH:20]=[C:21]([O:23][CH:24]([CH3:26])[CH3:25])[CH:22]=3)[C:11]([NH:13][C:14]3[CH:18]=[CH:17][N:16]([CH3:19])[N:15]=3)=[O:12])=[N:35][CH:34]=2)=[O:32])[CH2:28][CH2:29][CH2:30]1. (3) Given the reactants [OH:1][C:2]1([CH2:8][O:9][C:10]2[CH:15]=[C:14]([CH3:16])[C:13]([C:17]3[C:22]([CH3:23])=[CH:21][CH:20]=[C:19]([C:24](OC)=[O:25])[CH:18]=3)=[C:12]([CH3:28])[CH:11]=2)[CH2:7][CH2:6][S:5][CH2:4][CH2:3]1.[H-].[Al+3].[Li+].[H-].[H-].[H-].O.O.O.O.O.O.O.O.O.O.S([O-])([O-])(=O)=O.[Na+].[Na+], predict the reaction product. The product is: [OH:25][CH2:24][C:19]1[CH:20]=[CH:21][C:22]([CH3:23])=[C:17]([C:13]2[C:12]([CH3:28])=[CH:11][C:10]([O:9][CH2:8][C:2]3([OH:1])[CH2:3][CH2:4][S:5][CH2:6][CH2:7]3)=[CH:15][C:14]=2[CH3:16])[CH:18]=1. (4) Given the reactants [F:1][C:2]1[CH:7]=[C:6](B2OC(C)(C)C(C)(C)O2)[CH:5]=[CH:4][C:3]=1[C:17]1[N:18]=[CH:19][C:20]([NH2:23])=[N:21][CH:22]=1.Br[C:25]1[CH:30]=[CH:29][CH:28]=[CH:27][C:26]=1[S:31]([N:34]1[CH2:39][CH2:38][C:37]([C:41]([F:44])([F:43])[F:42])([OH:40])[CH2:36][CH2:35]1)(=[O:33])=[O:32], predict the reaction product. The product is: [NH2:23][C:20]1[N:21]=[CH:22][C:17]([C:3]2[CH:4]=[CH:5][C:6]([C:25]3[CH:30]=[CH:29][CH:28]=[CH:27][C:26]=3[S:31]([N:34]3[CH2:39][CH2:38][C:37]([C:41]([F:44])([F:42])[F:43])([OH:40])[CH2:36][CH2:35]3)(=[O:32])=[O:33])=[CH:7][C:2]=2[F:1])=[N:18][CH:19]=1. (5) Given the reactants [C:1]([C:3]1[C:11]2[C:6](=[CH:7][C:8]([O:12]CC)=[CH:9][CH:10]=2)[N:5]([CH2:15][CH3:16])[C:4]=1[C:17]1[CH:22]=[CH:21][C:20]([NH:23][C:24]([CH:26]2[CH2:28][CH2:27]2)=[O:25])=[CH:19][CH:18]=1)#[N:2].B(Br)(Br)Br.C([O-])(O)=O.[Na+], predict the reaction product. The product is: [C:1]([C:3]1[C:11]2[C:6](=[CH:7][C:8]([OH:12])=[CH:9][CH:10]=2)[N:5]([CH2:15][CH3:16])[C:4]=1[C:17]1[CH:22]=[CH:21][C:20]([NH:23][C:24]([CH:26]2[CH2:28][CH2:27]2)=[O:25])=[CH:19][CH:18]=1)#[N:2].